Dataset: Forward reaction prediction with 1.9M reactions from USPTO patents (1976-2016). Task: Predict the product of the given reaction. (1) Given the reactants [CH3:1][O:2][C:3]1[CH:8]=[CH:7][C:6]([NH2:9])=[C:5]([CH3:10])[CH:4]=1.C(N(CC)CC)C.[C:18](Cl)(=[O:23])[C:19]([CH3:22])([CH3:21])[CH3:20].O, predict the reaction product. The product is: [CH3:1][O:2][C:3]1[CH:8]=[CH:7][C:6]([NH:9][C:18](=[O:23])[C:19]([CH3:22])([CH3:21])[CH3:20])=[C:5]([CH3:10])[CH:4]=1. (2) Given the reactants C[O:2][C:3](=[O:37])[CH2:4][C:5]1[CH:10]=[CH:9][C:8]([C:11]2[O:15][N:14]=[C:13]([C:16]3[CH:21]=[CH:20][CH:19]=[CH:18][CH:17]=3)[C:12]=2[C:22](=[O:35])[NH:23][CH2:24][CH2:25][O:26][C:27]2[CH:32]=[CH:31][C:30]([Cl:33])=[CH:29][C:28]=2[Cl:34])=[C:7]([Cl:36])[CH:6]=1.[Li+].[OH-].Cl.C(Cl)Cl, predict the reaction product. The product is: [Cl:36][C:7]1[CH:6]=[C:5]([CH2:4][C:3]([OH:37])=[O:2])[CH:10]=[CH:9][C:8]=1[C:11]1[O:15][N:14]=[C:13]([C:16]2[CH:17]=[CH:18][CH:19]=[CH:20][CH:21]=2)[C:12]=1[C:22](=[O:35])[NH:23][CH2:24][CH2:25][O:26][C:27]1[CH:32]=[CH:31][C:30]([Cl:33])=[CH:29][C:28]=1[Cl:34]. (3) Given the reactants N[C@@H]1C2C(=CC=CC=2)C[C@@H]1O.[C:12]1([C:17]2[C:26]([CH:27]([OH:38])[C:28]3[CH:33]=[CH:32][C:31]([C:34]([F:37])([F:36])[F:35])=[CH:30][CH:29]=3)=[C:25]([CH:39]([CH3:41])[CH3:40])[CH:24]=[C:23]3[C:18]=2[C:19](=[O:44])[CH2:20][C:21]([CH3:43])([CH3:42])[O:22]3)[CH2:16][CH2:15][CH2:14][CH:13]=1.CO, predict the reaction product. The product is: [CH:12]1([C:17]2[C:26]([CH:27]([OH:38])[C:28]3[CH:33]=[CH:32][C:31]([C:34]([F:36])([F:37])[F:35])=[CH:30][CH:29]=3)=[C:25]([CH:39]([CH3:40])[CH3:41])[CH:24]=[C:23]3[C:18]=2[C:19](=[O:44])[CH2:20][C:21]([CH3:42])([CH3:43])[O:22]3)[CH2:16][CH2:15][CH2:14][CH2:13]1.